Dataset: Catalyst prediction with 721,799 reactions and 888 catalyst types from USPTO. Task: Predict which catalyst facilitates the given reaction. (1) Reactant: [CH2:1]([CH:3]1[CH2:7][C:6](=[O:8])[CH2:5][CH:4]1[C:9]([O:11][CH2:12][CH3:13])=[O:10])[CH3:2].[BH4-].[Na+].[NH4+].[Cl-]. Product: [CH2:1]([CH:3]1[CH2:7][CH:6]([OH:8])[CH2:5][CH:4]1[C:9]([O:11][CH2:12][CH3:13])=[O:10])[CH3:2].[CH2:1]([C@@H:3]1[CH2:7][C@H:6]([OH:8])[CH2:5][C@@H:4]1[C:9]([O:11][CH2:12][CH3:13])=[O:10])[CH3:2].[CH2:1]([C@H:3]1[CH2:7][C@@H:6]([OH:8])[CH2:5][C@H:4]1[C:9]([O:11][CH2:12][CH3:13])=[O:10])[CH3:2]. The catalyst class is: 5. (2) Reactant: [CH3:1][S:2][C:3]1[N:7]([CH2:8][C:9]2[CH:14]=[CH:13][C:12]([C:15]3[CH:20]=[CH:19][CH:18]=[CH:17][C:16]=3[C:21]3[NH:25][N:24]=[N:23][N:22]=3)=[CH:11][CH:10]=2)[C:6]2[C:26]([C:30]([O:32]CC)=[O:31])=[CH:27][CH:28]=[CH:29][C:5]=2[N:4]=1.[OH-].[Na+].Cl. Product: [CH3:1][S:2][C:3]1[N:7]([CH2:8][C:9]2[CH:10]=[CH:11][C:12]([C:15]3[CH:20]=[CH:19][CH:18]=[CH:17][C:16]=3[C:21]3[NH:25][N:24]=[N:23][N:22]=3)=[CH:13][CH:14]=2)[C:6]2[C:26]([C:30]([OH:32])=[O:31])=[CH:27][CH:28]=[CH:29][C:5]=2[N:4]=1. The catalyst class is: 5. (3) Reactant: [F:1][C:2]([CH3:30])([CH3:29])[C:3]([N:5]1[CH2:10][CH2:9][CH:8]([CH2:11][O:12][C:13]2[CH:18]=[CH:17][C:16]([C:19]3[CH2:20][CH2:21][N:22]([S:25]([CH3:28])(=[O:27])=[O:26])[CH2:23][CH:24]=3)=[CH:15][CH:14]=2)[CH2:7][CH2:6]1)=O.[H-].[Al+3].[Li+].[H-].[H-].[H-].O.O.O.O.O.O.O.O.O.O.S([O-])([O-])(=O)=O.[Na+].[Na+].C(OCC)C. Product: [F:1][C:2]([CH3:30])([CH3:29])[CH2:3][N:5]1[CH2:10][CH2:9][CH:8]([CH2:11][O:12][C:13]2[CH:18]=[CH:17][C:16]([C:19]3[CH2:24][CH2:23][N:22]([S:25]([CH3:28])(=[O:27])=[O:26])[CH2:21][CH:20]=3)=[CH:15][CH:14]=2)[CH2:7][CH2:6]1. The catalyst class is: 7. (4) Reactant: C(OC([N:6]1[CH2:11][CH2:10][CH:9]([NH:12][C:13]2[C:14]3[N:15]([C:23](=[O:26])[NH:24][N:25]=3)[CH:16]=[C:17]([C:19]([CH3:22])([CH3:21])[CH3:20])[N:18]=2)[CH2:8][CH2:7]1)=O)C.[OH-].[K+]. Product: [C:19]([C:17]1[N:18]=[C:13]([NH:12][CH:9]2[CH2:8][CH2:7][NH:6][CH2:11][CH2:10]2)[C:14]2[N:15]([C:23](=[O:26])[NH:24][N:25]=2)[CH:16]=1)([CH3:22])([CH3:20])[CH3:21]. The catalyst class is: 12. (5) The catalyst class is: 17. Product: [NH2:1][C:2]1[N:3]=[C:4]([Cl:26])[C:5]2[C:10]([C:11]#[C:12][CH2:13][O:14][C:32](=[O:33])[CH2:31][N:29]([CH3:30])[CH3:28])=[CH:9][N:8]([CH2:15][C:16]3[C:21]([CH3:22])=[C:20]([O:23][CH3:24])[C:19]([CH3:25])=[CH:18][N:17]=3)[C:6]=2[N:7]=1. Reactant: [NH2:1][C:2]1[N:3]=[C:4]([Cl:26])[C:5]2[C:10]([C:11]#[C:12][CH2:13][OH:14])=[CH:9][N:8]([CH2:15][C:16]3[C:21]([CH3:22])=[C:20]([O:23][CH3:24])[C:19]([CH3:25])=[CH:18][N:17]=3)[C:6]=2[N:7]=1.Cl.[CH3:28][N:29]([CH2:31][C:32](Cl)=[O:33])[CH3:30].C1(C)C=CC=CC=1. (6) Reactant: C(OC([N:8]1[CH2:13][CH2:12][C@@H:11]([O:14][C:15]2[CH:20]=[CH:19][C:18]([S:21](=[O:36])(=[O:35])[N:22]([CH2:27][C:28]3[CH:33]=[CH:32][C:31]([Cl:34])=[CH:30][CH:29]=3)[CH2:23][CH:24]([CH3:26])[CH3:25])=[CH:17][CH:16]=2)[C@H:10]([OH:37])[CH2:9]1)=O)(C)(C)C.C(O)(C(F)(F)F)=O. Product: [Cl:34][C:31]1[CH:32]=[CH:33][C:28]([CH2:27][N:22]([CH2:23][CH:24]([CH3:26])[CH3:25])[S:21]([C:18]2[CH:17]=[CH:16][C:15]([O:14][C@@H:11]3[CH2:12][CH2:13][NH:8][CH2:9][C@H:10]3[OH:37])=[CH:20][CH:19]=2)(=[O:36])=[O:35])=[CH:29][CH:30]=1. The catalyst class is: 2. (7) Reactant: ClC1C=CC(/C=[CH:9]/[C:10]2[N:11]=[C:12]3[S:20][CH:19]=[CH:18][N:13]3[C:14](=[O:17])[C:15]=2[I:16])=CC=1.II. Product: [I:16][C:15]1[C:14](=[O:17])[N:13]2[CH:18]=[CH:19][S:20][C:12]2=[N:11][C:10]=1[CH3:9]. The catalyst class is: 10. (8) Reactant: [OH:1][C:2]1[CH:7]=[CH:6][CH:5]=[CH:4][C:3]=1[C:8]1[N:12]=[C:11]([C:13]2[CH:18]=[CH:17][CH:16]=[CH:15][C:14]=2[OH:19])[N:10]([C:20]2[CH:28]=[CH:27][C:23]([C:24]([OH:26])=[O:25])=[CH:22][CH:21]=2)[N:9]=1.[CH3:29][NH:30][CH3:31]. Product: [CH:5]1[CH:6]=[CH:7][C:2]([OH:1])=[C:3]([C:8]2[N:12]=[C:11]([C:13]3[CH:18]=[CH:17][CH:16]=[CH:15][C:14]=3[OH:19])[N:10]([C:20]3[CH:28]=[CH:27][C:23]([C:24]([OH:26])=[O:25])=[CH:22][CH:21]=3)[N:9]=2)[CH:4]=1.[CH3:29][NH:30][CH3:31]. The catalyst class is: 32. (9) Reactant: C(=O)([O-])O.[Na+].Cl.[NH2:7][OH:8].[CH3:9][C:10]1[N:15]=[C:14]([C:16]#[N:17])[CH:13]=[C:12]([C:18]2[CH:23]=[CH:22][CH:21]=[C:20]([F:24])[CH:19]=2)[N:11]=1. Product: [CH3:9][C:10]1[N:15]=[C:14]([C:16](=[N:7][OH:8])[NH2:17])[CH:13]=[C:12]([C:18]2[CH:23]=[CH:22][CH:21]=[C:20]([F:24])[CH:19]=2)[N:11]=1. The catalyst class is: 8. (10) Reactant: [Cl:1][C:2]1[CH:7]=[CH:6][C:5]([N:8]=[C:9]=[O:10])=[CH:4][CH:3]=1.[OH:11][CH2:12][CH2:13][CH:14]1[O:18][C:17]2=[N:19][C:20]([N+:22]([O-:24])=[O:23])=[CH:21][N:16]2[CH2:15]1.Cl. Product: [Cl:1][C:2]1[CH:7]=[CH:6][C:5]([NH:8][C:9](=[O:10])[O:11][CH2:12][CH2:13][CH:14]2[O:18][C:17]3=[N:19][C:20]([N+:22]([O-:24])=[O:23])=[CH:21][N:16]3[CH2:15]2)=[CH:4][CH:3]=1. The catalyst class is: 3.